From a dataset of Forward reaction prediction with 1.9M reactions from USPTO patents (1976-2016). Predict the product of the given reaction. (1) Given the reactants [CH3:1][O:2][NH:3][CH:4]([CH3:15])[CH2:5][C:6]1[C:11]([Cl:12])=[CH:10][C:9]([Cl:13])=[CH:8][C:7]=1[Cl:14].C(N(CC)CC)C.[F:23][CH:24]([F:34])[C:25]1[C:29]([C:30](Cl)=[O:31])=[CH:28][N:27]([CH3:33])[N:26]=1, predict the reaction product. The product is: [CH3:1][O:2][N:3]([CH:4]([CH3:15])[CH2:5][C:6]1[C:7]([Cl:14])=[CH:8][C:9]([Cl:13])=[CH:10][C:11]=1[Cl:12])[C:30]([C:29]1[C:25]([CH:24]([F:34])[F:23])=[N:26][N:27]([CH3:33])[CH:28]=1)=[O:31]. (2) Given the reactants [NH2:1][C:2]1[CH:7]=[CH:6][C:5]([NH:8][C:9]([C@H:11]2[CH2:16][CH2:15][CH2:14][C@@H:13]([NH:17][C:18]3[N:23]=[C:22]([C:24]4[C:32]5[C:27](=[CH:28][CH:29]=[CH:30][CH:31]=5)[N:26](S(C5C=CC=CC=5)(=O)=O)[CH:25]=4)[C:21]([Cl:42])=[CH:20][N:19]=3)[CH2:12]2)=[O:10])=[CH:4][CH:3]=1.C(O)(C(F)(F)F)=O.[OH-].[Na+].O, predict the reaction product. The product is: [NH2:1][C:2]1[CH:7]=[CH:6][C:5]([NH:8][C:9]([C@H:11]2[CH2:16][CH2:15][CH2:14][C@@H:13]([NH:17][C:18]3[N:23]=[C:22]([C:24]4[C:32]5[C:27](=[CH:28][CH:29]=[CH:30][CH:31]=5)[NH:26][CH:25]=4)[C:21]([Cl:42])=[CH:20][N:19]=3)[CH2:12]2)=[O:10])=[CH:4][CH:3]=1. (3) Given the reactants Cl[C:2]([O:4][CH3:5])=[O:3].[NH2:6][CH2:7][C@H:8]1[O:12][C:11](=[O:13])[N:10]([C:14]2[CH:15]=[C:16]3[C:20](=[C:21]([F:23])[CH:22]=2)[N:19](CC2CC2)[C:18](=[O:28])[CH2:17]3)[CH2:9]1.C(N([CH:35]([CH3:37])[CH3:36])CC)(C)C, predict the reaction product. The product is: [CH3:5][O:4][C:2](=[O:3])[NH:6][CH2:7][C@@H:8]1[O:12][C:11](=[O:13])[N:10]([C:14]2[CH:15]=[C:16]3[C:20](=[C:21]([F:23])[CH:22]=2)[N:19]([CH:35]2[CH2:37][CH2:36]2)[C:18](=[O:28])[CH2:17]3)[CH2:9]1. (4) Given the reactants [OH-:1].[K+].[Br:3][C:4]1[CH:9]=[CH:8][C:7]([C:10]2([C:13]#N)[CH2:12][CH2:11]2)=[CH:6][CH:5]=1.Cl.C(O)C[OH:18], predict the reaction product. The product is: [Br:3][C:4]1[CH:9]=[CH:8][C:7]([C:10]2([C:13]([OH:18])=[O:1])[CH2:12][CH2:11]2)=[CH:6][CH:5]=1. (5) The product is: [CH2:1]([O:5][C:6]1[CH:7]=[CH:8][C:9]([CH2:12][C@H:13]([NH:18][C:19]([C@@H:21](/[CH:30]=[CH:31]/[CH2:32][CH2:33][CH2:34][CH2:35][CH2:36][CH2:37][C:38](=[O:46])[CH2:39][CH2:40][CH2:41][CH2:42][CH2:43][CH2:44][CH3:45])[C@@:22]([OH:29])([CH2:26][CH2:27][O:28][C:49](=[O:50])[C:48]([F:59])([F:58])[F:47])[C:23]([OH:25])=[O:24])=[O:20])[C:14]([O:16][CH3:17])=[O:15])=[CH:10][CH:11]=1)[C:2]#[C:3][CH3:4]. Given the reactants [CH2:1]([O:5][C:6]1[CH:11]=[CH:10][C:9]([CH2:12][C@H:13]([NH:18][C:19]([C@@H:21](/[CH:30]=[CH:31]/[CH2:32][CH2:33][CH2:34][CH2:35][CH2:36][CH2:37][C:38](=[O:46])[CH2:39][CH2:40][CH2:41][CH2:42][CH2:43][CH2:44][CH3:45])[C@@:22]([OH:29])([CH2:26][CH2:27][OH:28])[C:23]([O-:25])=[O:24])=[O:20])[C:14]([O:16][CH3:17])=[O:15])=[CH:8][CH:7]=1)[C:2]#[C:3][CH3:4].[F:47][C:48]([F:59])([F:58])[C:49](O[C:49](=[O:50])[C:48]([F:59])([F:58])[F:47])=[O:50].C(N(CC)CC)C, predict the reaction product.